The task is: Predict which catalyst facilitates the given reaction.. This data is from Catalyst prediction with 721,799 reactions and 888 catalyst types from USPTO. (1) Reactant: [NH2:1][C:2]1[CH:9]=[CH:8][C:5]([C:6]#[N:7])=[CH:4][CH:3]=1.[C:10]([O:13][C:14]1[C:15](=[CH:19][CH:20]=[CH:21][CH:22]=1)[C:16](Cl)=[O:17])(=[O:12])[CH3:11].CCN(CC)CC. Product: [C:10]([O:13][C:14]1[CH:22]=[CH:21][CH:20]=[CH:19][C:15]=1[C:16]([NH:1][C:2]1[CH:9]=[CH:8][C:5]([C:6]#[N:7])=[CH:4][CH:3]=1)=[O:17])(=[O:12])[CH3:11]. The catalyst class is: 56. (2) Reactant: F[C:2]1[CH:11]=[CH:10][C:5]([C:6]([O:8]C)=[O:7])=[CH:4][CH:3]=1.[NH:12]1[CH2:17][CH2:16][CH2:15][CH2:14][CH2:13]1.[OH-].[Li+].[OH-].[Na+]. Product: [N:12]1([C:2]2[CH:11]=[CH:10][C:5]([C:6]([OH:8])=[O:7])=[CH:4][CH:3]=2)[CH2:17][CH2:16][CH2:15][CH2:14][CH2:13]1. The catalyst class is: 827.